From a dataset of Full USPTO retrosynthesis dataset with 1.9M reactions from patents (1976-2016). Predict the reactants needed to synthesize the given product. (1) Given the product [Cl:1][C:2]1[CH:10]=[CH:9][C:8]2[N:7]([CH2:11][C:12]([Cl:29])([C:15]3[CH:20]=[CH:19][N:18]=[CH:17][C:16]=3[CH3:21])[CH3:13])[C:6]3[CH2:22][CH2:23][N:24]([CH3:26])[CH2:25][C:5]=3[C:4]=2[CH:3]=1, predict the reactants needed to synthesize it. The reactants are: [Cl:1][C:2]1[CH:10]=[CH:9][C:8]2[N:7]([CH2:11][C:12]([C:15]3[CH:20]=[CH:19][N:18]=[CH:17][C:16]=3[CH3:21])(O)[CH3:13])[C:6]3[CH2:22][CH2:23][N:24]([CH3:26])[CH2:25][C:5]=3[C:4]=2[CH:3]=1.O=S(Cl)[Cl:29]. (2) Given the product [Br:1][CH2:34][C:30]1[C:29](=[O:35])[N:28]([CH3:27])[CH:33]=[CH:32][CH:31]=1, predict the reactants needed to synthesize it. The reactants are: [Br:1]N1C(=O)CCC1=O.C(OOC(=O)C1C=CC=CC=1)(=O)C1C=CC=CC=1.[CH3:27][N:28]1[CH:33]=[CH:32][CH:31]=[C:30]([CH3:34])[C:29]1=[O:35].